Dataset: Full USPTO retrosynthesis dataset with 1.9M reactions from patents (1976-2016). Task: Predict the reactants needed to synthesize the given product. (1) The reactants are: [Cl:1][C:2]1[CH:3]=[C:4]([NH:9][C:10]2[C:19]3[C:14](=[CH:15][C:16]([O:23][CH2:24][CH2:25][O:26][CH3:27])=[C:17]([N+:20]([O-])=O)[CH:18]=3)[N:13]=[CH:12][N:11]=2)[CH:5]=[CH:6][C:7]=1[F:8]. Given the product [Cl:1][C:2]1[CH:3]=[C:4]([NH:9][C:10]2[C:19]3[C:14](=[CH:15][C:16]([O:23][CH2:24][CH2:25][O:26][CH3:27])=[C:17]([NH2:20])[CH:18]=3)[N:13]=[CH:12][N:11]=2)[CH:5]=[CH:6][C:7]=1[F:8], predict the reactants needed to synthesize it. (2) Given the product [N:48]1([CH2:53][C:54]2[CH:59]=[CH:58][C:57]([CH2:60][CH2:61][NH:62][C:45]([C:42]3[CH:41]=[CH:40][C:39]([C:36]4[CH:35]=[CH:34][C:33]([Cl:32])=[CH:38][CH:37]=4)=[CH:44][CH:43]=3)=[O:47])=[CH:56][CH:55]=2)[CH2:52][CH2:51][CH2:50][CH2:49]1, predict the reactants needed to synthesize it. The reactants are: CN(C(ON1N=NC2C=CC=CC1=2)=[N+](C)C)C.[B-](F)(F)(F)F.CCN(C(C)C)C(C)C.[Cl:32][C:33]1[CH:38]=[CH:37][C:36]([C:39]2[CH:44]=[CH:43][C:42]([C:45]([OH:47])=O)=[CH:41][CH:40]=2)=[CH:35][CH:34]=1.[N:48]1([CH2:53][C:54]2[CH:59]=[CH:58][C:57]([CH2:60][CH2:61][NH2:62])=[CH:56][CH:55]=2)[CH2:52][CH2:51][CH2:50][CH2:49]1.C([O-])(O)=O.[Na+]. (3) Given the product [CH3:9][C:4]1[CH:5]=[CH:6][CH:7]=[CH:8][C:3]=1[CH2:2][S:11][C:12]1[CH:17]=[CH:16][CH:15]=[CH:14][N+:13]=1[O-:18], predict the reactants needed to synthesize it. The reactants are: Cl[CH2:2][C:3]1[C:4]([CH3:9])=[CH:5][CH:6]=[CH:7][CH:8]=1.[Na].[SH:11][C:12]1[CH:17]=[CH:16][CH:15]=[CH:14][N+:13]=1[O-:18]. (4) The reactants are: Cl.[CH3:2][O:3][C:4]1[CH:9]=[CH:8][C:7]([NH:10][NH2:11])=[CH:6][CH:5]=1.C[O-].[Na+].CN(/[CH:18]=[C:19]1\[CH2:20][CH2:21][C:22]2[C:26]([C:27]\1=O)=[N:25][N:24]([CH2:29][CH2:30][CH2:31][NH:32][C:33]([C:46]1[CH:51]=[CH:50][CH:49]=[CH:48][CH:47]=1)([C:40]1[CH:45]=[CH:44][CH:43]=[CH:42][CH:41]=1)[C:34]1[CH:39]=[CH:38][CH:37]=[CH:36][CH:35]=1)[C:23]=2[C:52]([O:54][CH2:55][CH3:56])=[O:53])C. Given the product [C:33]([NH:32][CH2:31][CH2:30][CH2:29][N:24]1[C:23]([C:52]([O:54][CH2:55][CH3:56])=[O:53])=[C:22]2[CH2:21][CH2:20][C:19]3[CH:18]=[N:11][N:10]([C:7]4[CH:8]=[CH:9][C:4]([O:3][CH3:2])=[CH:5][CH:6]=4)[C:27]=3[C:26]2=[N:25]1)([C:46]1[CH:51]=[CH:50][CH:49]=[CH:48][CH:47]=1)([C:40]1[CH:41]=[CH:42][CH:43]=[CH:44][CH:45]=1)[C:34]1[CH:39]=[CH:38][CH:37]=[CH:36][CH:35]=1, predict the reactants needed to synthesize it.